Task: Predict which catalyst facilitates the given reaction.. Dataset: Catalyst prediction with 721,799 reactions and 888 catalyst types from USPTO Reactant: [CH3:1][NH:2][NH2:3].[N:4]1([C:8]2[C:13]([C:14]([C:16]3[CH:17]=[N:18][N:19]([CH3:31])[C:20]=3[C:21]3[CH:26]=[CH:25][C:24]([C:27]([F:30])([F:29])[F:28])=[CH:23][N:22]=3)=O)=[C:12](Cl)[N:11]=[CH:10][N:9]=2)[CH2:7][CH2:6][CH2:5]1. Product: [N:4]1([C:8]2[N:9]=[CH:10][N:11]=[C:12]3[N:2]([CH3:1])[N:3]=[C:14]([C:16]4[CH:17]=[N:18][N:19]([CH3:31])[C:20]=4[C:21]4[CH:26]=[CH:25][C:24]([C:27]([F:30])([F:29])[F:28])=[CH:23][N:22]=4)[C:13]=23)[CH2:7][CH2:6][CH2:5]1. The catalyst class is: 12.